Task: Predict which catalyst facilitates the given reaction.. Dataset: Catalyst prediction with 721,799 reactions and 888 catalyst types from USPTO (1) Product: [Cl:17][C:18]1[CH:23]=[CH:22][C:21]([S:24]([NH:16][C:4]2[C:5]([O:8][C:9]3[CH:14]=[CH:13][CH:12]=[CH:11][C:10]=3[F:15])=[N:6][CH:7]=[C:2]([Cl:1])[CH:3]=2)(=[O:25])=[O:26])=[CH:20][C:19]=1[C:28]([F:31])([F:29])[F:30]. Reactant: [Cl:1][C:2]1[CH:3]=[C:4]([NH2:16])[C:5]([O:8][C:9]2[CH:14]=[CH:13][CH:12]=[CH:11][C:10]=2[F:15])=[N:6][CH:7]=1.[Cl:17][C:18]1[CH:23]=[CH:22][C:21]([S:24](Cl)(=[O:26])=[O:25])=[CH:20][C:19]=1[C:28]([F:31])([F:30])[F:29]. The catalyst class is: 377. (2) Reactant: [C:1]([O:5][C:6](=[O:14])[CH2:7][CH2:8][NH:9][CH2:10][CH2:11][CH2:12][CH3:13])([CH3:4])([CH3:3])[CH3:2].[Cl:15][C:16]1[N:21]=[C:20](Cl)[C:19]([N+:23]([O-:25])=[O:24])=[CH:18][N:17]=1.C(=O)(O)[O-].[K+]. Product: [C:1]([O:5][C:6](=[O:14])[CH2:7][CH2:8][N:9]([CH2:10][CH2:11][CH2:12][CH3:13])[C:18]1[C:19]([N+:23]([O-:25])=[O:24])=[CH:20][N:21]=[C:16]([Cl:15])[N:17]=1)([CH3:4])([CH3:3])[CH3:2]. The catalyst class is: 581. (3) Reactant: Cl[C:2]1[CH:7]=[CH:6][CH:5]=[C:4]([C:8]#[N:9])[N:3]=1.[K].C(=O)([O-])[O-].[OH:15][C:16]1[CH:17]=[C:18]([C:22]([F:25])([F:24])[F:23])[CH:19]=[CH:20][CH:21]=1.O. Product: [F:23][C:22]([F:24])([F:25])[C:18]1[CH:17]=[C:16]([O:15][C:2]2[CH:7]=[CH:6][CH:5]=[C:4]([C:8]#[N:9])[N:3]=2)[CH:21]=[CH:20][CH:19]=1. The catalyst class is: 3.